From a dataset of Full USPTO retrosynthesis dataset with 1.9M reactions from patents (1976-2016). Predict the reactants needed to synthesize the given product. (1) Given the product [C:2]([C:7]1[O:11][C:10]([CH2:12][N:13]2[CH:17]=[C:16]([NH:18][C:31]([C:27]3[N:28]=[CH:29][S:30][C:26]=3[C:23]3[CH:24]=[CH:25][C:20]([F:19])=[CH:21][CH:22]=3)=[O:32])[CH:15]=[N:14]2)=[CH:9][CH:8]=1)(=[O:6])[CH3:1], predict the reactants needed to synthesize it. The reactants are: [CH3:1][C:2]1([C:7]2[O:11][C:10]([CH2:12][N:13]3[CH:17]=[C:16]([NH2:18])[CH:15]=[N:14]3)=[CH:9][CH:8]=2)[O:6]CCO1.[F:19][C:20]1[CH:25]=[CH:24][C:23]([C:26]2[S:30][CH:29]=[N:28][C:27]=2[C:31](O)=[O:32])=[CH:22][CH:21]=1. (2) The reactants are: [F:1][CH2:2][CH2:3][N:4]1[CH2:9][CH2:8][N:7]([C:10]2[CH:18]=[CH:17][C:13]([C:14](O)=O)=[CH:12][CH:11]=2)[CH2:6][CH:5]1[CH3:19].[Cl:20][C:21]1[N:26]=[CH:25][N:24]=[C:23]([NH2:27])[C:22]=1[NH2:28]. Given the product [Cl:20][C:21]1[N:26]=[CH:25][N:24]=[C:23]2[C:22]=1[N:28]=[C:14]([C:13]1[CH:17]=[CH:18][C:10]([N:7]3[CH2:8][CH2:9][N:4]([CH2:3][CH2:2][F:1])[CH:5]([CH3:19])[CH2:6]3)=[CH:11][CH:12]=1)[NH:27]2, predict the reactants needed to synthesize it.